This data is from Full USPTO retrosynthesis dataset with 1.9M reactions from patents (1976-2016). The task is: Predict the reactants needed to synthesize the given product. Given the product [C:16]([O:15][CH:11]([C:6]1[CH:7]=[CH:8][C:9]([O:10][C:27](=[O:28])[CH3:26])=[C:4]([O:3][CH2:1][CH3:2])[CH:5]=1)[C:12]([OH:14])=[O:13])(=[O:18])[CH3:17].[C:1]([O:30][C:26](=[O:29])[CH3:27])(=[O:3])[CH3:2], predict the reactants needed to synthesize it. The reactants are: [CH2:1]([O:3][C:4]1[CH:5]=[C:6]([CH:11]([OH:15])[C:12]([OH:14])=[O:13])[CH:7]=[CH:8][C:9]=1[OH:10])[CH3:2].[CH2:16]([O:18]C1C=CC=CC=1O)[CH3:17].[C:26]([OH:30])(=[O:29])[CH:27]=[O:28].